From a dataset of CYP2C9 inhibition data for predicting drug metabolism from PubChem BioAssay. Regression/Classification. Given a drug SMILES string, predict its absorption, distribution, metabolism, or excretion properties. Task type varies by dataset: regression for continuous measurements (e.g., permeability, clearance, half-life) or binary classification for categorical outcomes (e.g., BBB penetration, CYP inhibition). Dataset: cyp2c9_veith. (1) The drug is O=c1ccc2cc(O[C@H]3O[C@@H](CO)[C@@H](O)[C@@H](O)[C@@H]3O)c(O)cc2o1. The result is 0 (non-inhibitor). (2) The compound is Oc1ccc2ccccc2c1C=NCc1c(O)ccc2ccccc12. The result is 0 (non-inhibitor).